From a dataset of Reaction yield outcomes from USPTO patents with 853,638 reactions. Predict the reaction yield, written as a fraction of the theoretical maximum amount of product (1.0 means a 100% yield; for example, 0.34 means a 34% yield). The reactants are [F:1][C:2]1[CH:7]=[CH:6][C:5]([C:8]2[S:12][C:11]3[CH:13]=[C:14]([O:17][CH3:18])[CH:15]=[CH:16][C:10]=3[C:9]=2[O:19][C:20]2[CH:25]=[CH:24][C:23](/[CH:26]=[CH:27]/C(O)=O)=[CH:22][CH:21]=2)=[C:4]([CH3:31])[CH:3]=1.NN.C[N:35]([C:37]([O:41]N1N=NC2C=CC=NC1=2)=[N+](C)C)C.F[P-](F)(F)(F)(F)F.CCN(C(C)C)C(C)C.C[N:68]([CH:70]=[O:71])C. No catalyst specified. The product is [F:1][C:2]1[CH:7]=[CH:6][C:5]([C:8]2[S:12][C:11]3[CH:13]=[C:14]([O:17][CH3:18])[CH:15]=[CH:16][C:10]=3[C:9]=2[O:19][C:20]2[CH:21]=[CH:22][C:23](/[CH:26]=[CH:27]/[C:70]3[O:71][C:37](=[O:41])[NH:35][N:68]=3)=[CH:24][CH:25]=2)=[C:4]([CH3:31])[CH:3]=1. The yield is 0.920.